This data is from NCI-60 drug combinations with 297,098 pairs across 59 cell lines. The task is: Regression. Given two drug SMILES strings and cell line genomic features, predict the synergy score measuring deviation from expected non-interaction effect. (1) Drug 1: CC1=C(C=C(C=C1)C(=O)NC2=CC(=CC(=C2)C(F)(F)F)N3C=C(N=C3)C)NC4=NC=CC(=N4)C5=CN=CC=C5. Drug 2: C1CCC(C(C1)N)N.C(=O)(C(=O)[O-])[O-].[Pt+4]. Cell line: M14. Synergy scores: CSS=15.2, Synergy_ZIP=-4.69, Synergy_Bliss=-3.94, Synergy_Loewe=4.56, Synergy_HSA=0.593. (2) Drug 1: C1CC(=O)NC(=O)C1N2CC3=C(C2=O)C=CC=C3N. Drug 2: CS(=O)(=O)OCCCCOS(=O)(=O)C. Cell line: NCIH23. Synergy scores: CSS=14.5, Synergy_ZIP=-3.58, Synergy_Bliss=-0.429, Synergy_Loewe=0.447, Synergy_HSA=-0.0994. (3) Drug 1: COC1=C2C(=CC3=C1OC=C3)C=CC(=O)O2. Drug 2: COCCOC1=C(C=C2C(=C1)C(=NC=N2)NC3=CC=CC(=C3)C#C)OCCOC.Cl. Cell line: 786-0. Synergy scores: CSS=0.404, Synergy_ZIP=1.47, Synergy_Bliss=0.331, Synergy_Loewe=-12.6, Synergy_HSA=-7.77. (4) Drug 1: CC(C1=C(C=CC(=C1Cl)F)Cl)OC2=C(N=CC(=C2)C3=CN(N=C3)C4CCNCC4)N. Drug 2: C1=NC2=C(N=C(N=C2N1C3C(C(C(O3)CO)O)F)Cl)N. Cell line: SF-539. Synergy scores: CSS=21.6, Synergy_ZIP=-6.35, Synergy_Bliss=1.73, Synergy_Loewe=-2.16, Synergy_HSA=2.19. (5) Drug 2: C(CN)CNCCSP(=O)(O)O. Cell line: RPMI-8226. Drug 1: C1=CN(C(=O)N=C1N)C2C(C(C(O2)CO)O)O.Cl. Synergy scores: CSS=20.1, Synergy_ZIP=1.07, Synergy_Bliss=3.42, Synergy_Loewe=-26.6, Synergy_HSA=3.09. (6) Synergy scores: CSS=2.31, Synergy_ZIP=-27.1, Synergy_Bliss=-56.5, Synergy_Loewe=-101, Synergy_HSA=-56.9. Drug 1: COC1=C2C(=CC3=C1OC=C3)C=CC(=O)O2. Drug 2: CCC1(C2=C(COC1=O)C(=O)N3CC4=CC5=C(C=CC(=C5CN(C)C)O)N=C4C3=C2)O.Cl. Cell line: CCRF-CEM. (7) Drug 1: C1CN1P(=S)(N2CC2)N3CC3. Drug 2: C1=NNC2=C1C(=O)NC=N2. Cell line: EKVX. Synergy scores: CSS=-1.50, Synergy_ZIP=-0.934, Synergy_Bliss=-2.15, Synergy_Loewe=-3.71, Synergy_HSA=-3.55. (8) Drug 1: CC1OCC2C(O1)C(C(C(O2)OC3C4COC(=O)C4C(C5=CC6=C(C=C35)OCO6)C7=CC(=C(C(=C7)OC)O)OC)O)O. Drug 2: CCN(CC)CCCC(C)NC1=C2C=C(C=CC2=NC3=C1C=CC(=C3)Cl)OC. Cell line: K-562. Synergy scores: CSS=76.9, Synergy_ZIP=7.17, Synergy_Bliss=5.26, Synergy_Loewe=8.94, Synergy_HSA=9.61.